Task: Regression. Given two drug SMILES strings and cell line genomic features, predict the synergy score measuring deviation from expected non-interaction effect.. Dataset: NCI-60 drug combinations with 297,098 pairs across 59 cell lines (1) Drug 1: C1CN1C2=NC(=NC(=N2)N3CC3)N4CC4. Drug 2: C(CCl)NC(=O)N(CCCl)N=O. Cell line: LOX IMVI. Synergy scores: CSS=43.8, Synergy_ZIP=-6.22, Synergy_Bliss=-6.97, Synergy_Loewe=-2.68, Synergy_HSA=-0.0468. (2) Drug 1: C1=NC2=C(N=C(N=C2N1C3C(C(C(O3)CO)O)O)F)N. Drug 2: C1CN1C2=NC(=NC(=N2)N3CC3)N4CC4. Cell line: SR. Synergy scores: CSS=55.5, Synergy_ZIP=-0.253, Synergy_Bliss=-0.506, Synergy_Loewe=-24.7, Synergy_HSA=-1.11.